From a dataset of TCR-epitope binding with 47,182 pairs between 192 epitopes and 23,139 TCRs. Binary Classification. Given a T-cell receptor sequence (or CDR3 region) and an epitope sequence, predict whether binding occurs between them. (1) The epitope is FLPRVFSAV. The TCR CDR3 sequence is CASRDGGGAQETQYF. Result: 1 (the TCR binds to the epitope). (2) The epitope is ALSKGVHFV. The TCR CDR3 sequence is CSASEDYSTDTQYF. Result: 0 (the TCR does not bind to the epitope). (3) The epitope is NLVPMVATV. The TCR CDR3 sequence is CASSRLLGQRQETQYF. Result: 1 (the TCR binds to the epitope). (4) The epitope is KEIDRLNEV. The TCR CDR3 sequence is CASSLTGTLGYNEQFF. Result: 1 (the TCR binds to the epitope). (5) The epitope is ARMILMTHF. The TCR CDR3 sequence is CSVGGTGTYGYTF. Result: 1 (the TCR binds to the epitope). (6) The epitope is LLLGIGILV. The TCR CDR3 sequence is CASSSTGLDGYTF. Result: 0 (the TCR does not bind to the epitope). (7) The epitope is KRWIIMGLNK. The TCR CDR3 sequence is CATSWTGTYEQYF. Result: 0 (the TCR does not bind to the epitope). (8) The epitope is FPRPWLHGL. The TCR CDR3 sequence is CASSWKLTTNYGYTF. Result: 0 (the TCR does not bind to the epitope). (9) The epitope is RLQSLQTYV. The TCR CDR3 sequence is CASSQGLAGGPRTDTQYF. Result: 0 (the TCR does not bind to the epitope).